Dataset: Forward reaction prediction with 1.9M reactions from USPTO patents (1976-2016). Task: Predict the product of the given reaction. (1) Given the reactants C([N:8]1[CH2:13][CH2:12][CH:11]([N:14]2[C:18]3=[N:19][C:20]([Cl:31])=[N:21][C:22]([N:23]4[CH2:28][C@@H:27]([CH3:29])[O:26][C@@H:25]([CH3:30])[CH2:24]4)=[C:17]3[CH:16]=[N:15]2)[CH2:10][CH2:9]1)C1C=CC=CC=1.CC(Cl)OC(Cl)=O.C(=O)([O-])[O-].[K+].[K+], predict the reaction product. The product is: [Cl:31][C:20]1[N:19]=[C:18]2[N:14]([CH:11]3[CH2:12][CH2:13][NH:8][CH2:9][CH2:10]3)[N:15]=[CH:16][C:17]2=[C:22]([N:23]2[CH2:24][C@@H:25]([CH3:30])[O:26][C@@H:27]([CH3:29])[CH2:28]2)[N:21]=1. (2) The product is: [OH:19][C:18]1[C:20]2([CH2:21][CH2:22][N:23]([O:26][CH3:27])[CH2:24][CH2:25]2)[O:28][C:3](=[O:2])[C:4]=1[C:5]1[CH:10]=[C:9]([CH3:11])[C:8]([CH3:12])=[CH:7][C:6]=1[CH3:13]. Given the reactants C[O:2][C:3](=O)[CH2:4][C:5]1[CH:10]=[C:9]([CH3:11])[C:8]([CH3:12])=[CH:7][C:6]=1[CH3:13].C(O[C:18]([C:20]1([OH:28])[CH2:25][CH2:24][N:23]([O:26][CH3:27])[CH2:22][CH2:21]1)=[O:19])C.CC(C)([O-])C.[K+], predict the reaction product.